This data is from Reaction yield outcomes from USPTO patents with 853,638 reactions. The task is: Predict the reaction yield, written as a fraction of the theoretical maximum amount of product (1.0 means a 100% yield; for example, 0.34 means a 34% yield). (1) The reactants are [N+:1]([C:4]1[CH:5]=[C:6]2[C:11](=[CH:12][CH:13]=1)[N:10]=[C:9]([C:14]1[CH:19]=[CH:18][CH:17]=[C:16]([F:20])[CH:15]=1)[CH:8]=[C:7]2O)([O-:3])=[O:2].P(Cl)(Cl)([Cl:24])=O. The catalyst is O. The product is [N+:1]([C:4]1[CH:5]=[C:6]2[C:11](=[CH:12][CH:13]=1)[N:10]=[C:9]([C:14]1[CH:19]=[CH:18][CH:17]=[C:16]([F:20])[CH:15]=1)[CH:8]=[C:7]2[Cl:24])([O-:3])=[O:2]. The yield is 0.840. (2) The catalyst is CO. The yield is 0.900. The product is [NH2:11][C:10]1[CH:12]=[CH:13][C:14]([S:1][C:2]#[N:3])=[C:8]([Cl:7])[C:9]=1[CH3:15]. The reactants are [S-:1][C:2]#[N:3].[NH4+].II.[Cl:7][C:8]1[C:9]([CH3:15])=[C:10]([CH:12]=[CH:13][CH:14]=1)[NH2:11].O. (3) The reactants are [CH3:1][O:2][C:3]1[C:4]([CH3:38])=[C:5]([C:29]([O:36][CH3:37])=[C:30]([O:34][CH3:35])[C:31]=1[O:32][CH3:33])[CH2:6][C:7]1[CH:8]=[CH:9][C:10]([O:21]CC2C=CC=CC=2)=[C:11]([CH:20]=1)[C:12]([N:14]1[CH2:19][CH2:18][CH2:17][CH2:16][CH2:15]1)=[O:13].[H][H]. The yield is 0.930. The product is [CH3:1][O:2][C:3]1[C:4]([CH3:38])=[C:5]([C:29]([O:36][CH3:37])=[C:30]([O:34][CH3:35])[C:31]=1[O:32][CH3:33])[CH2:6][C:7]1[CH:8]=[CH:9][C:10]([OH:21])=[C:11]([CH:20]=1)[C:12]([N:14]1[CH2:15][CH2:16][CH2:17][CH2:18][CH2:19]1)=[O:13]. The catalyst is C(O)C.[Pd]. (4) The reactants are [Cl:1][C:2]1[CH:3]=[C:4]([CH:9](O)[CH3:10])[CH:5]=[N:6][C:7]=1[Cl:8].C1(C)C=CC(S(O)(=O)=O)=CC=1. The catalyst is ClC1C=CC=CC=1. The product is [Cl:8][C:7]1[C:2]([Cl:1])=[CH:3][C:4]([CH:9]=[CH2:10])=[CH:5][N:6]=1. The yield is 0.630. (5) The reactants are [Cl-].O[NH3+:3].[C:4](=[O:7])([O-])[OH:5].[Na+].CS(C)=O.[CH2:13]([C:17]1[N:18]=[C:19]([CH3:46])[N:20]([CH2:39][C:40]2[N:41]=[C:42]([CH3:45])[S:43][CH:44]=2)[C:21](=[O:38])[C:22]=1[CH2:23][C:24]1[CH:29]=[CH:28][C:27]([C:30]2[C:31]([C:36]#[N:37])=[CH:32][CH:33]=[CH:34][CH:35]=2)=[CH:26][CH:25]=1)[CH2:14][CH2:15][CH3:16]. The catalyst is C(OCC)(=O)C. The product is [CH2:13]([C:17]1[N:18]=[C:19]([CH3:46])[N:20]([CH2:39][C:40]2[N:41]=[C:42]([CH3:45])[S:43][CH:44]=2)[C:21](=[O:38])[C:22]=1[CH2:23][C:24]1[CH:25]=[CH:26][C:27]([C:30]2[CH:35]=[CH:34][CH:33]=[CH:32][C:31]=2[C:36]2[NH:3][C:4](=[O:7])[O:5][N:37]=2)=[CH:28][CH:29]=1)[CH2:14][CH2:15][CH3:16]. The yield is 0.870. (6) The reactants are [F:1][C:2]1([F:13])[C:11](=[O:12])[N:5]2C(C)(C)[O:7][CH2:8][C@@H:4]2[CH2:3]1.Cl. The catalyst is CO.O1CCOCC1. The product is [F:1][C:2]1([F:13])[CH2:3][C@@H:4]([CH2:8][OH:7])[NH:5][C:11]1=[O:12]. The yield is 0.750. (7) The reactants are [N+:1]([O-:4])(O)=[O:2].[CH2:5]1[O:26][CH2:25][CH2:24][O:23][CH2:22][CH2:21][O:20][C:19]2[C:14](=[CH:15][CH:16]=[CH:17][CH:18]=2)[O:13][CH2:12][CH2:11][O:10][CH2:9][CH2:8][O:7][CH2:6]1. The catalyst is ClCCl. The product is [CH2:5]1[O:26][CH2:25][CH2:24][O:23][CH2:22][CH2:21][O:20][C:19]2[CH:18]=[CH:17][C:16]([N+:1]([O-:4])=[O:2])=[CH:15][C:14]=2[O:13][CH2:12][CH2:11][O:10][CH2:9][CH2:8][O:7][CH2:6]1. The yield is 0.960. (8) The reactants are [Cl:1][C:2]1[N:7]=[C:6](Cl)[CH:5]=[C:4]([Cl:9])[N:3]=1.[NH2:10][C:11]1[CH:15]=[C:14]([CH:16]2[CH2:18][CH2:17]2)[NH:13][N:12]=1.C(N(CC)CC)C. The catalyst is CCO. The product is [CH:16]1([C:14]2[CH:15]=[C:11]([NH:10][C:6]3[CH:5]=[C:4]([Cl:9])[N:3]=[C:2]([Cl:1])[N:7]=3)[NH:12][N:13]=2)[CH2:18][CH2:17]1. The yield is 0.800. (9) The yield is 0.130. The reactants are [Cl:1][C:2]1[C:11]([O:12][CH3:13])=[C:10]2[C:5]([CH:6]=[C:7]([C:14]([OH:16])=O)[N:8]=[CH:9]2)=[CH:4][CH:3]=1.[NH:17]1[CH:21]=[CH:20][N:19]=[C:18]1[NH:22][C:23]([C:25]1[C:33]2[NH:32][C:31]([NH2:34])=[N:30][C:29]=2[CH:28]=[CH:27][CH:26]=1)=[O:24].CN(C(ON1N=NC2C=CC=CC1=2)=[N+](C)C)C.F[P-](F)(F)(F)(F)F.CCN(C(C)C)C(C)C. The catalyst is CN(C=O)C. The product is [NH:19]1[CH:20]=[CH:21][N:17]=[C:18]1[NH:22][C:23]([C:25]1[C:33]2[N:32]=[C:31]([NH:34][C:14]([C:7]3[N:8]=[CH:9][C:10]4[C:5]([CH:6]=3)=[CH:4][CH:3]=[C:2]([Cl:1])[C:11]=4[O:12][CH3:13])=[O:16])[NH:30][C:29]=2[CH:28]=[CH:27][CH:26]=1)=[O:24].